From a dataset of Forward reaction prediction with 1.9M reactions from USPTO patents (1976-2016). Predict the product of the given reaction. (1) Given the reactants Cl.[F:2][C:3]1[CH:55]=[N:54][C:6]2[N:7]([C:33]3[CH:34]=[C:35]([C:39]4[CH:44]=[CH:43][C:42]([CH2:45][N:46]5[CH2:52][CH2:51][CH2:50][N:49]([CH3:53])[CH2:48][CH2:47]5)=[CH:41][CH:40]=4)[CH:36]=[CH:37][CH:38]=3)[C:8](=[O:32])[N:9]([C@@H:12]3[CH2:17][CH2:16][C@H:15]([NH:18][C:19](=[O:31])[C:20]([NH:23]C(=O)OC(C)(C)C)([CH3:22])[CH3:21])[CH2:14][CH2:13]3)[C:10](=[O:11])[C:5]=2[CH:4]=1, predict the reaction product. The product is: [F:2][C:3]1[CH:55]=[N:54][C:6]2[N:7]([C:33]3[CH:34]=[C:35]([C:39]4[CH:40]=[CH:41][C:42]([CH2:45][N:46]5[CH2:52][CH2:51][CH2:50][N:49]([CH3:53])[CH2:48][CH2:47]5)=[CH:43][CH:44]=4)[CH:36]=[CH:37][CH:38]=3)[C:8](=[O:32])[N:9]([C@@H:12]3[CH2:17][CH2:16][C@H:15]([NH:18][C:19](=[O:31])[C:20]([CH3:21])([CH3:22])[NH2:23])[CH2:14][CH2:13]3)[C:10](=[O:11])[C:5]=2[CH:4]=1. (2) Given the reactants [C:1]([O:9][CH3:10])(=[O:8])/[CH:2]=[CH:3]/[C:4]([O:6][CH3:7])=[O:5].[CH:11]([O:13][CH2:14][CH2:15][CH2:16]CO)=[CH2:12], predict the reaction product. The product is: [C:1]([O:9][CH2:10][CH2:16][CH2:15][CH2:14][O:13][CH:11]=[CH2:12])(=[O:8])/[CH:2]=[CH:3]/[C:4]([O:6][CH2:7][CH2:16][CH2:15][CH2:14][O:13][CH:11]=[CH2:12])=[O:5].